Dataset: Full USPTO retrosynthesis dataset with 1.9M reactions from patents (1976-2016). Task: Predict the reactants needed to synthesize the given product. Given the product [CH3:22][C:18]1[Se:17][C:16]([C:13]2[CH:14]=[CH:15][C:10]([CH:7]3[CH2:6][CH2:5][CH:4]([CH2:1][CH2:2][CH3:3])[CH2:9][CH2:8]3)=[CH:11][CH:12]=2)=[CH:20][CH:19]=1, predict the reactants needed to synthesize it. The reactants are: [CH2:1]([CH:4]1[CH2:9][CH2:8][CH:7]([C:10]2[CH:15]=[CH:14][C:13]([C:16]3[Se:17][CH:18]=[CH:19][CH:20]=3)=[CH:12][CH:11]=2)[CH2:6][CH2:5]1)[CH2:2][CH3:3].[Li][CH2:22]CCC.CI.[Cl-].[NH4+].N.Cl.